From a dataset of Forward reaction prediction with 1.9M reactions from USPTO patents (1976-2016). Predict the product of the given reaction. (1) Given the reactants [CH2:1]([O:7][C:8]1[C:9](=[O:20])[O:10][C:11]2[CH:18]=[CH:17][CH:16]=[C:15]([OH:19])[C:12]=2[C:13]=1[OH:14])[CH2:2][CH2:3][CH2:4][CH2:5][CH3:6].[C:21]([O:24][CH2:25][CH2:26][CH2:27]Br)(=[O:23])[CH3:22], predict the reaction product. The product is: [CH2:1]([O:7][C:8]1[C:9](=[O:20])[O:10][C:11]2[CH:18]=[CH:17][CH:16]=[C:15]([O:19][CH2:27][CH2:26][CH2:25][O:24][C:21](=[O:23])[CH3:22])[C:12]=2[C:13]=1[OH:14])[CH2:2][CH2:3][CH2:4][CH2:5][CH3:6]. (2) The product is: [C:1]([O:4][C:5]1[C:6]([C:20]#[C:19][Si:21]([CH3:24])([CH3:23])[CH3:22])=[N:7][CH:8]=[CH:9][CH:10]=1)(=[O:3])[CH3:2]. Given the reactants [C:1]([O:4][C:5]1[C:6](Br)=[N:7][CH:8]=[CH:9][CH:10]=1)(=[O:3])[CH3:2].C(N(CC)CC)C.[C:19]([Si:21]([CH3:24])([CH3:23])[CH3:22])#[CH:20], predict the reaction product. (3) Given the reactants [Br:1][C:2]1[CH:11]=[CH:10][C:9]2[O:8][C@@H:7]3[CH2:12][C@H:13](OCC)[O:14][CH2:15][C@@H:6]3[C:5](=[O:19])[C:4]=2[CH:3]=1.C([SiH](CC)CC)C.B(F)(F)F, predict the reaction product. The product is: [Br:1][C:2]1[CH:11]=[CH:10][C:9]2[O:8][C@@H:7]3[CH2:12][CH2:13][O:14][CH2:15][C@@H:6]3[C:5](=[O:19])[C:4]=2[CH:3]=1. (4) Given the reactants [CH:1]1([CH2:7][NH:8][C:9]([C:11]2[C:16]([CH2:17][N:18]([CH2:25][C:26]3[CH:31]=[C:30]([C:32]([F:35])([F:34])[F:33])[CH:29]=[C:28]([C:36]([F:39])([F:38])[F:37])[CH:27]=3)[C:19]3[N:20]=[N:21][N:22]([CH3:24])[N:23]=3)=[CH:15][C:14]([C:40]([F:43])([F:42])[F:41])=[CH:13][N:12]=2)=[O:10])[CH2:6][CH2:5][CH2:4][CH2:3][CH2:2]1.[H-].[Na+].I[CH3:47].O, predict the reaction product. The product is: [CH:1]1([CH2:7][N:8]([CH3:47])[C:9]([C:11]2[C:16]([CH2:17][N:18]([CH2:25][C:26]3[CH:31]=[C:30]([C:32]([F:33])([F:34])[F:35])[CH:29]=[C:28]([C:36]([F:39])([F:38])[F:37])[CH:27]=3)[C:19]3[N:20]=[N:21][N:22]([CH3:24])[N:23]=3)=[CH:15][C:14]([C:40]([F:41])([F:42])[F:43])=[CH:13][N:12]=2)=[O:10])[CH2:6][CH2:5][CH2:4][CH2:3][CH2:2]1. (5) Given the reactants [F:1][C:2]1[CH:8]=[C:7]([CH:9]2[CH2:11][CH2:10]2)[CH:6]=[CH:5][C:3]=1[NH2:4].[CH3:12][O:13][C:14]([C:16]1[CH:17]=[CH:18][C:19]2[N:20]([CH:23]=[N:24][CH:25]=2)[C:21]=1Cl)=[O:15].C[Si]([N-][Si](C)(C)C)(C)C.[Li+], predict the reaction product. The product is: [CH3:12][O:13][C:14]([C:16]1[CH:17]=[CH:18][C:19]2[N:20]([CH:23]=[N:24][CH:25]=2)[C:21]=1[NH:4][C:3]1[CH:5]=[CH:6][C:7]([CH:9]2[CH2:11][CH2:10]2)=[CH:8][C:2]=1[F:1])=[O:15].